From a dataset of KCNQ2 potassium channel screen with 302,405 compounds. Binary Classification. Given a drug SMILES string, predict its activity (active/inactive) in a high-throughput screening assay against a specified biological target. (1) The molecule is O=C1N(CCC1)c1ccc(cc1)C(=O)NN\C(=C1\C(O)=CC(=O)C=C1)C. The result is 0 (inactive). (2) The molecule is OC(=O)C1C(C(C=CC1C)C)C(O)=O. The result is 0 (inactive). (3) The compound is S=C(NC(=O)c1c(N2CCOCC2)ccc([N+]([O-])=O)c1)Nc1ccccc1. The result is 0 (inactive). (4) The compound is o1c2c(cc(NC(=O)COc3ccc(cc3)C)cc2)ccc1=O. The result is 0 (inactive).